From a dataset of Peptide-MHC class II binding affinity with 134,281 pairs from IEDB. Regression. Given a peptide amino acid sequence and an MHC pseudo amino acid sequence, predict their binding affinity value. This is MHC class II binding data. (1) The peptide sequence is GKANRGKMDVSGVQA. The MHC is HLA-DPA10301-DPB10402 with pseudo-sequence HLA-DPA10301-DPB10402. The binding affinity (normalized) is 0. (2) The peptide sequence is HYLALLVKYAAGDGN. The MHC is HLA-DQA10102-DQB10602 with pseudo-sequence HLA-DQA10102-DQB10602. The binding affinity (normalized) is 0.403.